From a dataset of Catalyst prediction with 721,799 reactions and 888 catalyst types from USPTO. Predict which catalyst facilitates the given reaction. (1) Reactant: [Cl:1][C:2]1[C:3]2[CH:18]=[CH:17][NH:16][C:4]=2[N:5]=[C:6]([S:8][C:9]2[CH:14]=[CH:13][C:12]([F:15])=[CH:11][CH:10]=2)[N:7]=1.[H-].[Na+].[CH2:21](I)[CH3:22]. Product: [Cl:1][C:2]1[C:3]2[CH:18]=[CH:17][N:16]([CH2:21][CH3:22])[C:4]=2[N:5]=[C:6]([S:8][C:9]2[CH:10]=[CH:11][C:12]([F:15])=[CH:13][CH:14]=2)[N:7]=1. The catalyst class is: 3. (2) Reactant: [Br:1][C:2]1[CH:7]=[C:6]([F:8])[CH:5]=[CH:4][C:3]=1[S:9](Cl)(=[O:11])=[O:10].[NH2:13][C:14]1[C:27]([C:28]([O:30][CH3:31])=[O:29])=[C:26]2[C:17]([C:18]3[CH:19]=[CH:20][N:21]=[N:22][C:23]=3[CH2:24][O:25]2)=[CH:16][CH:15]=1. Product: [Br:1][C:2]1[CH:7]=[C:6]([F:8])[CH:5]=[CH:4][C:3]=1[S:9]([NH:13][C:14]1[C:27]([C:28]([O:30][CH3:31])=[O:29])=[C:26]2[C:17]([C:18]3[CH:19]=[CH:20][N:21]=[N:22][C:23]=3[CH2:24][O:25]2)=[CH:16][CH:15]=1)(=[O:11])=[O:10]. The catalyst class is: 298. (3) Reactant: [NH2:1][CH2:2][C:3]1[CH:4]=[C:5]([C:9]2[N:14]=[C:13]3[N:15]([CH3:24])[C:16](=[O:23])[N:17]([CH2:18][C:19]([CH3:22])([CH3:21])[CH3:20])[C:12]3=[CH:11][CH:10]=2)[CH:6]=[CH:7][CH:8]=1.Cl[C:26]([O:28][CH2:29][CH:30]([CH3:32])[CH3:31])=[O:27].C(N(C(C)C)CC)(C)C. Product: [CH3:31][CH:30]([CH3:32])[CH2:29][O:28][C:26](=[O:27])[NH:1][CH2:2][C:3]1[CH:8]=[CH:7][CH:6]=[C:5]([C:9]2[N:14]=[C:13]3[N:15]([CH3:24])[C:16](=[O:23])[N:17]([CH2:18][C:19]([CH3:21])([CH3:20])[CH3:22])[C:12]3=[CH:11][CH:10]=2)[CH:4]=1. The catalyst class is: 36. (4) Reactant: C[O:2][C:3]1[C:16]2=[CH:17][CH:18]=[CH:19][C:14]3=[C:15]2[C:6]([O:7][C:8]2[CH:9]=[CH:10][CH:11]=[CH:12][C:13]=23)=[CH:5][CH:4]=1.B(Br)(Br)Br.O. Product: [OH:2][C:3]1[C:16]2=[CH:17][CH:18]=[CH:19][C:14]3=[C:15]2[C:6]([O:7][C:8]2[CH:9]=[CH:10][CH:11]=[CH:12][C:13]=23)=[CH:5][CH:4]=1. The catalyst class is: 46.